The task is: Predict which catalyst facilitates the given reaction.. This data is from Catalyst prediction with 721,799 reactions and 888 catalyst types from USPTO. (1) Reactant: [Cl:1][C:2]1[CH:3]=[C:4]2[C:9](=[CH:10][C:11]=1[O:12][CH3:13])[NH:8][C:7](=[O:14])[C:6]([C@H:15]([NH:17][S@@](C(C)(C)C)=O)[CH3:16])=[CH:5]2.Cl. Product: [ClH:1].[NH2:17][C@@H:15]([C:6]1[C:7](=[O:14])[NH:8][C:9]2[C:4]([CH:5]=1)=[CH:3][C:2]([Cl:1])=[C:11]([O:12][CH3:13])[CH:10]=2)[CH3:16]. The catalyst class is: 71. (2) Reactant: C[Si]([N-][Si](C)(C)C)(C)C.[Na+].Cl[C:12]1[CH:17]=[C:16]([Cl:18])[N:15]=[C:14]([S:19][CH3:20])[N:13]=1.[NH2:21][C:22]1[CH:34]=[CH:33][C:25]([C:26]([O:28][C:29]([CH3:32])([CH3:31])[CH3:30])=[O:27])=[CH:24][CH:23]=1. Product: [Cl:18][C:16]1[N:15]=[C:14]([S:19][CH3:20])[N:13]=[C:12]([NH:21][C:22]2[CH:34]=[CH:33][C:25]([C:26]([O:28][C:29]([CH3:30])([CH3:31])[CH3:32])=[O:27])=[CH:24][CH:23]=2)[CH:17]=1. The catalyst class is: 1. (3) Reactant: CC1C=CC=C(C)C=1O.C[C:11]1[C:25](=[O:26])[C:24](C)=[CH:23][C:13](=[C:14]2[CH:20]=[C:19](C)[C:17](=[O:18])[C:16](C)=[CH:15]2)[CH:12]=1. Product: [CH:23]1[C:13](=[C:14]2[CH:20]=[CH:19][C:17](=[O:18])[CH:16]=[CH:15]2)[CH:12]=[CH:11][C:25](=[O:26])[CH:24]=1. The catalyst class is: 11. (4) Reactant: Cl[C:2]1[N:6]([CH3:7])[C:5]2[CH:8]=[CH:9][CH:10]=[CH:11][C:4]=2[N:3]=1.C1C=CC(P(C2C(C3C(P(C4C=CC=CC=4)C4C=CC=CC=4)=CC=C4C=3C=CC=C4)=C3C(C=CC=C3)=CC=2)C2C=CC=CC=2)=CC=1.CC(C)([O-])C.[Na+].[C:64]([O:68][C:69]([N:71]1[CH2:76][CH2:75][CH:74]([NH2:77])[CH2:73][CH2:72]1)=[O:70])([CH3:67])([CH3:66])[CH3:65].N#N. Product: [C:64]([O:68][C:69]([N:71]1[CH2:76][CH2:75][CH:74]([NH:77][C:2]2[N:6]([CH3:7])[C:5]3[CH:8]=[CH:9][CH:10]=[CH:11][C:4]=3[N:3]=2)[CH2:73][CH2:72]1)=[O:70])([CH3:67])([CH3:65])[CH3:66]. The catalyst class is: 187.